This data is from Catalyst prediction with 721,799 reactions and 888 catalyst types from USPTO. The task is: Predict which catalyst facilitates the given reaction. Reactant: C([O:8][N:9]1[C:15](=[O:16])[N:14]2[CH2:17][C@H:10]1[CH2:11][CH2:12][C@H:13]2[C:18]1[S:22][C:21]([CH2:23][NH:24][C:25](=[O:31])[O:26][C:27]([CH3:30])([CH3:29])[CH3:28])=[N:20][N:19]=1)C1C=CC=CC=1. The catalyst class is: 1. Product: [OH:8][N:9]1[C:15](=[O:16])[N:14]2[CH2:17][C@H:10]1[CH2:11][CH2:12][C@H:13]2[C:18]1[S:22][C:21]([CH2:23][NH:24][C:25](=[O:31])[O:26][C:27]([CH3:29])([CH3:28])[CH3:30])=[N:20][N:19]=1.